This data is from Forward reaction prediction with 1.9M reactions from USPTO patents (1976-2016). The task is: Predict the product of the given reaction. Given the reactants C(OC(=O)[NH:7][CH2:8][CH:9]1[CH2:14][CH2:13][CH:12]([C:15]([N:17]2[CH2:26][C:25]3[CH:24]=[N:23][N:22]([CH3:27])[C:21]=3[NH:20][C:19]3[CH:28]=[C:29]([Cl:32])[CH:30]=[CH:31][C:18]2=3)=[O:16])[CH2:11][CH2:10]1)(C)(C)C.Cl.O1CCOCC1, predict the reaction product. The product is: [ClH:32].[NH2:7][CH2:8][CH:9]1[CH2:10][CH2:11][CH:12]([C:15]([N:17]2[CH2:26][C:25]3[CH:24]=[N:23][N:22]([CH3:27])[C:21]=3[NH:20][C:19]3[CH:28]=[C:29]([Cl:32])[CH:30]=[CH:31][C:18]2=3)=[O:16])[CH2:13][CH2:14]1.